Dataset: Retrosynthesis with 50K atom-mapped reactions and 10 reaction types from USPTO. Task: Predict the reactants needed to synthesize the given product. The reactants are: C[C@@H](c1cccc(COC2=NN3C(=NNC3C(F)(F)F)c3ccccc32)n1)N(CCc1cccc(Br)c1)C(=O)OC(C)(C)C. Given the product C[C@H](NCCc1cccc(Br)c1)c1cccc(COC2=NN3C(=NNC3C(F)(F)F)c3ccccc32)n1, predict the reactants needed to synthesize it.